Dataset: Full USPTO retrosynthesis dataset with 1.9M reactions from patents (1976-2016). Task: Predict the reactants needed to synthesize the given product. (1) Given the product [CH3:23][O:22][C:20]1[CH:19]=[C:18]([C:24]2[C:36](=[O:37])[N:35]([CH2:38][CH3:39])[C:27]3[N:28]=[C:29]([NH:1][C:2]4[CH:7]=[CH:6][N:5]=[C:4]([Cl:8])[CH:3]=4)[N:30]=[CH:31][C:26]=3[CH:25]=2)[CH:17]=[C:16]([O:15][CH3:14])[CH:21]=1, predict the reactants needed to synthesize it. The reactants are: [NH2:1][C:2]1[CH:7]=[CH:6][N:5]=[C:4]([Cl:8])[CH:3]=1.C([Li])CCC.[CH3:14][O:15][C:16]1[CH:17]=[C:18]([C:24]2[C:36](=[O:37])[N:35]([CH2:38][CH3:39])[C:27]3[N:28]=[C:29](S(C)=O)[N:30]=[CH:31][C:26]=3[CH:25]=2)[CH:19]=[C:20]([O:22][CH3:23])[CH:21]=1.C(OCC)(=O)C.O. (2) Given the product [C:45]([NH:44][C:42]1[CH:43]=[C:38]([NH:37][C:2]2[CH:3]=[C:4]([NH:13][C:14]3[CH:15]=[C:16]([CH:25]=[CH:26][CH:27]=3)[C:17]([NH:19][CH2:20][CH2:21][N:22]([CH3:24])[CH3:23])=[O:18])[C:5]3[N:6]([C:8]([C:11]#[N:12])=[CH:9][N:10]=3)[N:7]=2)[CH:39]=[CH:40][C:41]=1[CH3:48])(=[O:47])[CH3:46], predict the reactants needed to synthesize it. The reactants are: Cl[C:2]1[CH:3]=[C:4]([N:13](CC2C=CC(OC)=CC=2)[C:14]2[CH:15]=[C:16]([CH:25]=[CH:26][CH:27]=2)[C:17]([NH:19][CH2:20][CH2:21][N:22]([CH3:24])[CH3:23])=[O:18])[C:5]2[N:6]([C:8]([C:11]#[N:12])=[CH:9][N:10]=2)[N:7]=1.[NH2:37][C:38]1[CH:39]=[CH:40][C:41]([CH3:48])=[C:42]([NH:44][C:45](=[O:47])[CH3:46])[CH:43]=1.OP(O)(O)=O.